Predict the reactants needed to synthesize the given product. From a dataset of Full USPTO retrosynthesis dataset with 1.9M reactions from patents (1976-2016). (1) Given the product [Br:1][C:2]1[C:9]([O:10][CH3:13])=[C:8]([O:11][CH3:12])[CH:7]=[CH:6][C:3]=1[CH:4]=[O:5], predict the reactants needed to synthesize it. The reactants are: [Br:1][C:2]1[C:9]([OH:10])=[C:8]([O:11][CH3:12])[CH:7]=[CH:6][C:3]=1[CH:4]=[O:5].[C:13]([O-])([O-])=O.[K+].[K+].COS(OC)(=O)=O. (2) Given the product [CH:2]1([CH2:1][N:8]2[CH2:12][CH2:11][N:10]([C:13]3[S:14][C:15]([C:19]([NH:42][CH2:43][C:44]4[CH:49]=[N:48][C:47]([CH3:50])=[CH:46][N:45]=4)=[O:21])=[C:16]([CH3:18])[N:17]=3)[C:9]2=[O:22])[CH2:7][CH2:6]1, predict the reactants needed to synthesize it. The reactants are: [CH2:1]([N:8]1[CH2:12][CH2:11][N:10]([C:13]2[S:14][C:15]([C:19]([OH:21])=O)=[C:16]([CH3:18])[N:17]=2)[C:9]1=[O:22])[C:2]1[CH:7]=[CH:6]C=CC=1.C1(CN2CCN(C3SC(C(O)=O)=C(C)N=3)C2=O)CC1.[NH2:42][CH2:43][C:44]1[CH:49]=[N:48][C:47]([CH3:50])=[CH:46][N:45]=1. (3) Given the product [Br:15][C:16]1[CH:24]=[CH:23][C:19]([C:20]([N:12]2[CH2:11][CH2:10][N:9]([C:3]3[C:2]([CH3:1])=[CH:7][C:6]([CH3:8])=[CH:5][N:4]=3)[CH2:14][CH2:13]2)=[O:21])=[CH:18][C:17]=1[F:25], predict the reactants needed to synthesize it. The reactants are: [CH3:1][C:2]1[C:3]([N:9]2[CH2:14][CH2:13][NH:12][CH2:11][CH2:10]2)=[N:4][CH:5]=[C:6]([CH3:8])[CH:7]=1.[Br:15][C:16]1[CH:24]=[CH:23][C:19]([C:20](O)=[O:21])=[CH:18][C:17]=1[F:25]. (4) Given the product [O:43]1[C:44]2[C:49](=[CH:48][CH:47]=[CH:46][CH:45]=2)[CH:40]([NH:39][C:34]2[C:33]([CH2:50][CH3:51])=[N:32][C:31]([C:54]3[CH:55]=[CH:56][C:57]([CH3:59])=[CH:58][C:53]=3[CH3:52])=[C:36]([CH2:37][CH3:38])[N:35]=2)[CH2:41][CH2:42]1, predict the reactants needed to synthesize it. The reactants are: ClC1C=C(Cl)C=CC=1C1N=C(CC)C(N[C@@H]2C3C(=CC=CC=3)C[C@@H]2O)=NC=1CC.Br[C:31]1[N:32]=[C:33]([CH2:50][CH3:51])[C:34]([NH:39][CH:40]2[C:49]3[C:44](=[CH:45][CH:46]=[CH:47][CH:48]=3)[O:43][CH2:42][CH2:41]2)=[N:35][C:36]=1[CH2:37][CH3:38].[CH3:52][C:53]1[CH:58]=[C:57]([CH3:59])[CH:56]=[CH:55][C:54]=1B(O)O. (5) Given the product [F:11][C:3]1[CH:4]=[C:5]([O:9][CH3:10])[C:6]([F:8])=[CH:7][C:2]=1[CH:20]=[O:21], predict the reactants needed to synthesize it. The reactants are: Br[C:2]1[CH:7]=[C:6]([F:8])[C:5]([O:9][CH3:10])=[CH:4][C:3]=1[F:11].C([Li])CCC.CN([CH:20]=[O:21])C.